This data is from Full USPTO retrosynthesis dataset with 1.9M reactions from patents (1976-2016). The task is: Predict the reactants needed to synthesize the given product. (1) Given the product [NH2:2][CH2:1][C:3]1[C:4]([N:9]([CH3:14])[S:10]([CH3:13])(=[O:12])=[O:11])=[N:5][CH:6]=[CH:7][CH:8]=1, predict the reactants needed to synthesize it. The reactants are: [C:1]([C:3]1[C:4]([N:9]([CH3:14])[S:10]([CH3:13])(=[O:12])=[O:11])=[N:5][CH:6]=[CH:7][CH:8]=1)#[N:2].[H][H]. (2) Given the product [NH2:1][CH2:2][C@@H:3]1[C@H:8]([CH3:9])[CH2:7][CH2:6][CH2:5][N:4]1[C:10]([C:12]1[CH:17]=[C:16]([CH3:18])[CH:15]=[CH:14][C:13]=1[N:35]1[CH:39]=[C:38]([CH3:40])[N:37]=[N:36]1)=[O:11], predict the reactants needed to synthesize it. The reactants are: [NH2:1][CH2:2][C@@H:3]1[C@H:8]([CH3:9])[CH2:7][CH2:6][CH2:5][N:4]1[C:10]([C:12]1[CH:17]=[C:16]([CH3:18])[CH:15]=[CH:14][C:13]=1C1C=NN(C)C=1)=[O:11].CC1C=CC([N:35]2[CH:39]=[C:38]([CH3:40])[N:37]=[N:36]2)=C(C=1)C(O)=O. (3) The reactants are: [CH:1]1([C:6]2[CH:34]=[CH:33][C:9]([CH2:10][O:11][C:12]3[CH:20]=[CH:19][C:18]4[N:17]5[CH2:21][CH2:22][CH:23]([CH2:24][C:25]([O:27][C:28]([CH3:31])([CH3:30])[CH3:29])=[O:26])[C:16]5=[C:15](I)[C:14]=4[CH:13]=3)=[CH:8][C:7]=2[C:35]([F:38])([F:37])[F:36])[CH2:5][CH2:4][CH2:3][CH2:2]1.[Br-].[CH:40]1([Zn+])[CH2:43][CH2:42][CH2:41]1. Given the product [CH:40]1([C:15]2[C:14]3[CH:13]=[C:12]([O:11][CH2:10][C:9]4[CH:33]=[CH:34][C:6]([CH:1]5[CH2:5][CH2:4][CH2:3][CH2:2]5)=[C:7]([C:35]([F:38])([F:37])[F:36])[CH:8]=4)[CH:20]=[CH:19][C:18]=3[N:17]3[CH2:21][CH2:22][CH:23]([CH2:24][C:25]([O:27][C:28]([CH3:30])([CH3:29])[CH3:31])=[O:26])[C:16]=23)[CH2:43][CH2:42][CH2:41]1, predict the reactants needed to synthesize it. (4) Given the product [CH3:11][C:9]1[C:8]([NH:12][C:13]2[CH:14]=[N:15][C:16]([CH3:19])=[CH:17][CH:18]=2)=[N:7][CH:6]=[C:5]([CH:10]=1)[C:4]([OH:20])=[O:3], predict the reactants needed to synthesize it. The reactants are: C([O:3][C:4](=[O:20])[C:5]1[CH:10]=[C:9]([CH3:11])[C:8]([NH:12][C:13]2[CH:14]=[N:15][C:16]([CH3:19])=[CH:17][CH:18]=2)=[N:7][CH:6]=1)C.[OH-].[Na+]. (5) Given the product [Cl:1][C:2]1[CH:3]=[CH:4][C:5]([N:8]([C@H:12]2[C:21]3[C:16](=[CH:17][CH:18]=[CH:19][CH:20]=3)[N:15]([C:22](=[O:30])[C:23]3[CH:24]=[CH:25][C:26]([O:29][CH2:39][CH2:40][N:41]4[CH:45]=[CH:44][N:43]=[CH:42]4)=[CH:27][CH:28]=3)[C@@H:14]([CH3:31])[CH2:13]2)[C:9](=[O:11])[CH3:10])=[CH:6][CH:7]=1, predict the reactants needed to synthesize it. The reactants are: [Cl:1][C:2]1[CH:7]=[CH:6][C:5]([N:8]([C@H:12]2[C:21]3[C:16](=[CH:17][CH:18]=[CH:19][CH:20]=3)[N:15]([C:22](=[O:30])[C:23]3[CH:28]=[CH:27][C:26]([OH:29])=[CH:25][CH:24]=3)[C@@H:14]([CH3:31])[CH2:13]2)[C:9](=[O:11])[CH3:10])=[CH:4][CH:3]=1.C([O-])([O-])=O.[K+].[K+].Br[CH2:39][CH2:40][N:41]1[CH:45]=[CH:44][N:43]=[CH:42]1. (6) Given the product [CH2:1]([N:3]1[C:12]2[C:7](=[CH:8][C:9]([O:23][CH2:24][C:25]3[CH:26]=[CH:27][C:28]([O:31][CH3:32])=[CH:29][CH:30]=3)=[C:10]([O:13][CH2:14][C:15]3[CH:20]=[CH:19][C:18]([O:21][CH3:22])=[CH:17][CH:16]=3)[CH:11]=2)[C:6](=[O:33])[C:5]([CH:34]=[O:35])=[N:4]1)[CH3:2], predict the reactants needed to synthesize it. The reactants are: [CH2:1]([N:3]1[C:12]2[C:7](=[CH:8][C:9]([O:23][CH2:24][C:25]3[CH:30]=[CH:29][C:28]([O:31][CH3:32])=[CH:27][CH:26]=3)=[C:10]([O:13][CH2:14][C:15]3[CH:20]=[CH:19][C:18]([O:21][CH3:22])=[CH:17][CH:16]=3)[CH:11]=2)[C:6](=[O:33])[C:5]([CH2:34][OH:35])=[N:4]1)[CH3:2].CC(OI1(OC(C)=O)(OC(C)=O)OC(=O)C2C=CC=CC1=2)=O.C(=O)(O)[O-].[Na+]. (7) Given the product [CH2:13]([NH:20][C:21]1[N:2]([CH3:1])[C:3]2[CH:8]=[CH:7][C:6]([N+:9]([O-:11])=[O:10])=[CH:5][C:4]=2[N:12]=1)[C:14]1[CH:19]=[CH:18][CH:17]=[CH:16][CH:15]=1, predict the reactants needed to synthesize it. The reactants are: [CH3:1][NH:2][C:3]1[C:4]([NH2:12])=[CH:5][C:6]([N+:9]([O-:11])=[O:10])=[CH:7][CH:8]=1.[CH2:13]([N:20]=[C:21]=S)[C:14]1[CH:19]=[CH:18][CH:17]=[CH:16][CH:15]=1. (8) Given the product [Br:1][C:2]1[C:3]([NH:23][CH:20]2[CH2:21][CH2:22][N:17]([CH3:16])[CH2:18][CH2:19]2)=[CH:4][C:5]([NH:8][C:9](=[O:14])[C:10]([CH3:13])([CH3:12])[CH3:11])=[N:6][CH:7]=1, predict the reactants needed to synthesize it. The reactants are: [Br:1][C:2]1[C:3](Cl)=[CH:4][C:5]([NH:8][C:9](=[O:14])[C:10]([CH3:13])([CH3:12])[CH3:11])=[N:6][CH:7]=1.[CH3:16][N:17]1[CH2:22][CH2:21][CH:20]([NH2:23])[CH2:19][CH2:18]1. (9) The reactants are: [C:1]([O:5][C:6](=[O:41])[CH2:7][O:8][C:9]1[C:14]2[CH2:15][CH2:16][CH2:17][CH2:18][CH:19]([NH:20][S:21]([C:24]3[CH:29]=[CH:28][C:27]([C:30]4[CH:35]=[C:34]([CH3:36])[CH:33]=[C:32]([C:37]([CH3:40])([CH3:39])[CH3:38])[CH:31]=4)=[CH:26][N:25]=3)(=[O:23])=[O:22])[C:13]=2[CH:12]=[CH:11][CH:10]=1)([CH3:4])([CH3:3])[CH3:2].CI.[C:44]([O-])([O-])=O.[K+].[K+]. Given the product [C:1]([O:5][C:6](=[O:41])[CH2:7][O:8][C:9]1[C:14]2[CH2:15][CH2:16][CH2:17][CH2:18][CH:19]([N:20]([S:21]([C:24]3[CH:29]=[CH:28][C:27]([C:30]4[CH:35]=[C:34]([CH3:36])[CH:33]=[C:32]([C:37]([CH3:40])([CH3:39])[CH3:38])[CH:31]=4)=[CH:26][N:25]=3)(=[O:23])=[O:22])[CH3:44])[C:13]=2[CH:12]=[CH:11][CH:10]=1)([CH3:4])([CH3:3])[CH3:2], predict the reactants needed to synthesize it.